From a dataset of Full USPTO retrosynthesis dataset with 1.9M reactions from patents (1976-2016). Predict the reactants needed to synthesize the given product. (1) Given the product [CH:28]([N:7]1[CH2:8][C@@H:9]([NH:11][C:12](=[O:27])[CH2:13][CH:14]([C:21]2[CH:26]=[CH:25][CH:24]=[CH:23][CH:22]=2)[C:15]2[CH:20]=[CH:19][CH:18]=[CH:17][CH:16]=2)[CH2:10][C@H:6]1[C:4]([OH:5])=[O:3])([C:29]1[CH:30]=[CH:31][CH:32]=[CH:33][CH:34]=1)[C:35]1[CH:36]=[CH:37][CH:38]=[CH:39][CH:40]=1, predict the reactants needed to synthesize it. The reactants are: C([O:3][C:4]([C@@H:6]1[CH2:10][C@H:9]([NH:11][C:12](=[O:27])[CH2:13][CH:14]([C:21]2[CH:26]=[CH:25][CH:24]=[CH:23][CH:22]=2)[C:15]2[CH:20]=[CH:19][CH:18]=[CH:17][CH:16]=2)[CH2:8][N:7]1[CH:28]([C:35]1[CH:40]=[CH:39][CH:38]=[CH:37][CH:36]=1)[C:29]1[CH:34]=[CH:33][CH:32]=[CH:31][CH:30]=1)=[O:5])C.[Li+].[OH-]. (2) Given the product [CH:9]([C:11]1[CH:16]=[CH:15][C:14]([C:2]2[S:3][CH:4]=[CH:5][C:6]=2[C:7]#[N:8])=[CH:13][CH:12]=1)=[O:10], predict the reactants needed to synthesize it. The reactants are: I[C:2]1[S:3][CH:4]=[CH:5][C:6]=1[C:7]#[N:8].[CH:9]([C:11]1[CH:16]=[CH:15][C:14](B(O)O)=[CH:13][CH:12]=1)=[O:10].